This data is from Forward reaction prediction with 1.9M reactions from USPTO patents (1976-2016). The task is: Predict the product of the given reaction. (1) Given the reactants O[Li].O.C([O:6][C:7](=[O:28])[CH2:8][C:9](=[O:27])[N:10]1[CH2:15][CH2:14][N:13]([C:16](=[O:26])[C:17]2[CH:22]=[C:21]([F:23])[C:20]([F:24])=[C:19]([F:25])[CH:18]=2)[CH2:12][CH2:11]1)C.C1COCC1.O, predict the reaction product. The product is: [O:27]=[C:9]([N:10]1[CH2:15][CH2:14][N:13]([C:16](=[O:26])[C:17]2[CH:22]=[C:21]([F:23])[C:20]([F:24])=[C:19]([F:25])[CH:18]=2)[CH2:12][CH2:11]1)[CH2:8][C:7]([OH:28])=[O:6]. (2) Given the reactants [F:1][C:2]1[CH:10]=[CH:9][CH:8]=[C:7]2[C:3]=1[C:4]([C:11]([O:13][CH3:14])=[O:12])=[CH:5][NH:6]2.Cl[CH2:16][C:17]1[CH:24]=[CH:23][C:20]([C:21]#[N:22])=[CH:19][CH:18]=1, predict the reaction product. The product is: [C:21]([C:20]1[CH:23]=[CH:24][C:17]([CH2:16][N:6]2[C:7]3[C:3](=[C:2]([F:1])[CH:10]=[CH:9][CH:8]=3)[C:4]([C:11]([O:13][CH3:14])=[O:12])=[CH:5]2)=[CH:18][CH:19]=1)#[N:22]. (3) The product is: [NH2:1][C:2]1[C:3]([Cl:18])=[C:4]([OH:17])[C:5]([CH3:16])=[CH:6][C:7]=1[NH:8][C:9]1[CH:10]=[CH:11][C:12]([OH:15])=[CH:13][CH:14]=1. Given the reactants [NH2:1][C:2]1[C:7](=[N:8][C:9]2[CH:14]=[CH:13][C:12]([OH:15])=[CH:11][CH:10]=2)[CH:6]=[C:5]([CH3:16])[C:4](=[O:17])[C:3]=1[Cl:18].S(S([O-])=O)([O-])=O.[Na+].[Na+], predict the reaction product.